From a dataset of Forward reaction prediction with 1.9M reactions from USPTO patents (1976-2016). Predict the product of the given reaction. (1) Given the reactants C[O:2][C:3](=O)[C:4]1[CH:9]=[CH:8][C:7]([CH2:10][Br:11])=[CH:6][CH:5]=1.CC(C[AlH]CC(C)C)C, predict the reaction product. The product is: [Br:11][CH2:10][C:7]1[CH:8]=[CH:9][C:4]([CH2:3][OH:2])=[CH:5][CH:6]=1. (2) Given the reactants [ClH:1].[CH3:2][C:3]1[CH:4]=[C:5]([CH2:10][CH2:11][CH2:12][NH2:13])[CH:6]=[CH:7][C:8]=1[CH3:9], predict the reaction product. The product is: [ClH:1].[CH3:2][C:3]1[CH:4]=[C:5]([CH2:10][CH2:11][CH2:12][NH2:13])[CH:6]=[CH:7][C:8]=1[CH3:9]. (3) The product is: [C:1]([C:3]1[CH:4]=[C:5]([CH:24]=[CH:25][CH:26]=1)[C:6]([NH:8][C:9]1[CH:10]=[CH:11][C:12]2[O:16][N:15]=[C:14]([CH:17]3[CH2:18][CH2:19][N:20]([C:63]([CH:58]4[CH2:62][CH2:61][CH2:60][CH2:59]4)=[O:64])[CH2:21][CH2:22]3)[C:13]=2[CH:23]=1)=[O:7])#[N:2]. Given the reactants [C:1]([C:3]1[CH:4]=[C:5]([CH:24]=[CH:25][CH:26]=1)[C:6]([NH:8][C:9]1[CH:10]=[CH:11][C:12]2[O:16][N:15]=[C:14]([CH:17]3[CH2:22][CH2:21][NH:20][CH2:19][CH2:18]3)[C:13]=2[CH:23]=1)=[O:7])#[N:2].F[B-](F)(F)F.N1(OC(N(C)C)=[N+](C)C)C2C=CC=CC=2N=N1.C(N(C(C)C)CC)(C)C.[CH:58]1([C:63](O)=[O:64])[CH2:62][CH2:61][CH2:60][CH2:59]1.C(=O)(O)[O-].[Na+], predict the reaction product. (4) Given the reactants [CH:1]1[CH:6]=[N:5][C:4]2[N:7](O)N=NC=2C=1.CN(C=O)C.N1CC[CH2:19][CH2:18][CH2:17]1.[CH3:22]N(C=O)C, predict the reaction product. The product is: [CH3:17][CH:18]([N:7]=[C:4]=[N:5][CH:6]([CH3:1])[CH3:22])[CH3:19]. (5) Given the reactants [CH2:1]1[C:14]2[C:13]3[CH:12]=[CH:11][CH:10]=[CH:9][C:8]=3[NH:7][C:6]=2[C:5]([C:15]([O:17][CH:18]([CH3:20])[CH3:19])=[O:16])=[CH:4][NH:3][CH2:2]1.[C:21](Cl)(=[O:28])[C:22]1[CH:27]=[CH:26][CH:25]=[CH:24][CH:23]=1.C(O)C(N)(CO)CO, predict the reaction product. The product is: [C:21]([N:3]1[CH2:2][CH2:1][C:14]2[C:13]3[CH:12]=[CH:11][CH:10]=[CH:9][C:8]=3[NH:7][C:6]=2[C:5]([C:15]([O:17][CH:18]([CH3:20])[CH3:19])=[O:16])=[CH:4]1)(=[O:28])[C:22]1[CH:27]=[CH:26][CH:25]=[CH:24][CH:23]=1. (6) Given the reactants Br[C:2]1[S:3][C:4]([N+:7]([O-:9])=[O:8])=[CH:5][N:6]=1.CN(C)C=O.[C:15]1([C:21]2[NH:30][C:24]3[N:25]=[CH:26][N:27]=[C:28]([SH:29])[C:23]=3[CH:22]=2)[CH:20]=[CH:19][CH:18]=[CH:17][CH:16]=1.N1C=CC=CC=1, predict the reaction product. The product is: [N+:7]([C:4]1[S:3][C:2]([S:29][C:28]2[C:23]3[CH:22]=[C:21]([C:15]4[CH:20]=[CH:19][CH:18]=[CH:17][CH:16]=4)[NH:30][C:24]=3[N:25]=[CH:26][N:27]=2)=[N:6][CH:5]=1)([O-:9])=[O:8]. (7) The product is: [O:20]=[C:19]([N:21]1[CH2:22][CH2:23][N:24]([C:27](=[O:38])[C:28]2[CH:33]=[CH:32][CH:31]=[CH:30][C:29]=2[C:34]([F:37])([F:35])[F:36])[CH2:25][CH2:26]1)[CH2:18][NH:17][C:61](=[O:71])[C:62]1[CH:70]=[CH:69][C:65]([C:66]([NH2:68])=[O:67])=[CH:64][CH:63]=1. Given the reactants CCN(C(C)C)C(C)C.OC(C(F)(F)F)=O.[NH2:17][CH2:18][C:19]([N:21]1[CH2:26][CH2:25][N:24]([C:27](=[O:38])[C:28]2[CH:33]=[CH:32][CH:31]=[CH:30][C:29]=2[C:34]([F:37])([F:36])[F:35])[CH2:23][CH2:22]1)=[O:20].C1C=CC2N(O)N=NC=2C=1.CCN=C=NCCCN(C)C.Cl.[C:61](O)(=[O:71])[C:62]1[CH:70]=[CH:69][C:65]([C:66]([NH2:68])=[O:67])=[CH:64][CH:63]=1, predict the reaction product. (8) Given the reactants [CH3:1][O:2][C:3]1[CH:43]=[CH:42][C:6]([C:7]([N:9](C(=O)C2C=CC(OC)=CC=2)[C:10]2[C:19]([C:20]#[N:21])=[C:18]([NH:22][CH2:23][C:24]3[S:25][CH:26]=[CH:27][CH:28]=3)[C:17]3[C:12](=[CH:13][CH:14]=[C:15]([N:29]([CH3:31])[CH3:30])[CH:16]=3)[N:11]=2)=[O:8])=[CH:5][CH:4]=1.C(O)(=O)C.C(=O)([O-])O.[Na+], predict the reaction product. The product is: [CH3:1][O:2][C:3]1[CH:4]=[CH:5][C:6]([C:7]([NH:9][C:10]2[C:19]([C:20]#[N:21])=[C:18]([NH:22][CH2:23][C:24]3[S:25][CH:26]=[CH:27][CH:28]=3)[C:17]3[C:12](=[CH:13][CH:14]=[C:15]([N:29]([CH3:30])[CH3:31])[CH:16]=3)[N:11]=2)=[O:8])=[CH:42][CH:43]=1. (9) Given the reactants [NH2:1][CH:2]([C:11]1[C:16]([F:17])=[CH:15][CH:14]=[CH:13][C:12]=1[O:18][CH2:19][CH3:20])[CH2:3][CH:4]([CH3:10])[C:5]([O:7]CC)=O.[Cl:21][C:22]1[N:23]=[C:24]([C:27]2[CH:28]=[C:29]([CH:32]=[CH:33][CH:34]=2)[CH:30]=O)[S:25][CH:26]=1, predict the reaction product. The product is: [Cl:21][C:22]1[N:23]=[C:24]([C:27]2[CH:28]=[C:29]([CH:32]=[CH:33][CH:34]=2)[CH2:30][N:1]2[CH:2]([C:11]3[C:16]([F:17])=[CH:15][CH:14]=[CH:13][C:12]=3[O:18][CH2:19][CH3:20])[CH2:3][CH:4]([CH3:10])[C:5]2=[O:7])[S:25][CH:26]=1. (10) Given the reactants [CH2:1]([OH:7])[CH2:2][O:3][CH2:4][CH2:5][OH:6].[Cl:8][CH:9]([CH3:13])[C:10]([OH:12])=O.[OH2:14], predict the reaction product. The product is: [Cl:8][CH:9]([CH3:13])[C:10]([O:7][CH2:1][CH2:2][O:3][CH2:4][CH2:5][O:6][C:10](=[O:12])[CH:9]([Cl:8])[CH3:13])=[O:14].